Dataset: Reaction yield outcomes from USPTO patents with 853,638 reactions. Task: Predict the reaction yield, written as a fraction of the theoretical maximum amount of product (1.0 means a 100% yield; for example, 0.34 means a 34% yield). (1) The reactants are CC1[N:3]([C:8]2[CH:9]=[CH:10][C:11]3[CH2:17][CH2:16][CH2:15][C:14](=[O:18])[N:13]([CH3:19])[C:12]=3[CH:20]=2)C(C)=CC=1.Cl.NO.C(N(CC)CC)C. The catalyst is C(O)C.O. The product is [NH2:3][C:8]1[CH:9]=[CH:10][C:11]2[CH2:17][CH2:16][CH2:15][C:14](=[O:18])[N:13]([CH3:19])[C:12]=2[CH:20]=1. The yield is 0.580. (2) The reactants are [F:1][C:2]1[CH:21]=[CH:20][C:19]([F:22])=[CH:18][C:3]=1[CH2:4][N:5]1[CH2:10][CH2:9][NH:8][C:7]2[N:11]=[CH:12][C:13]([C:15]([OH:17])=O)=[CH:14][C:6]1=2.[CH3:23][N:24]1[CH2:29][CH2:28][NH:27][CH2:26][CH2:25]1. No catalyst specified. The product is [F:1][C:2]1[CH:21]=[CH:20][C:19]([F:22])=[CH:18][C:3]=1[CH2:4][N:5]1[CH2:10][CH2:9][NH:8][C:7]2[N:11]=[CH:12][C:13]([C:15]([N:27]3[CH2:28][CH2:29][N:24]([CH3:23])[CH2:25][CH2:26]3)=[O:17])=[CH:14][C:6]1=2. The yield is 0.650. (3) The reactants are [Si:1]([O:8][CH:9]([C:22]1[N:23]=[N:24][NH:25][N:26]=1)[CH2:10][CH2:11][CH2:12][CH2:13][CH2:14][CH2:15][C:16]1[CH:21]=[CH:20][CH:19]=[CH:18][CH:17]=1)([C:4]([CH3:7])([CH3:6])[CH3:5])([CH3:3])[CH3:2].I[C:28]1[CH:33]=[CH:32][CH:31]=[CH:30][N:29]=1.C([O-])([O-])=O.[K+].[K+].CN(C)CCN. The catalyst is CN(C=O)C.CCOC(C)=O.[Cu]I. The product is [Si:1]([O:8][CH:9]([C:22]1[N:23]=[N:24][N:25]([C:28]2[CH:33]=[CH:32][CH:31]=[CH:30][N:29]=2)[N:26]=1)[CH2:10][CH2:11][CH2:12][CH2:13][CH2:14][CH2:15][C:16]1[CH:21]=[CH:20][CH:19]=[CH:18][CH:17]=1)([C:4]([CH3:5])([CH3:6])[CH3:7])([CH3:3])[CH3:2]. The yield is 0.210. (4) The reactants are Br[C:2]1[CH:10]=[C:9]([C:11]([F:14])([F:13])[F:12])[CH:8]=[C:7]2[C:3]=1[CH:4]=[CH:5][N:6]2[CH:15]([CH3:17])[CH3:16].[C:18]([Zn]C#N)#[N:19].COC1C=CC=C(OC)C=1C1C=CC=CC=1P(C1CCCCC1)C1CCCCC1.[OH-].[Na+]. The catalyst is C1C=CC(/C=C/C(/C=C/C2C=CC=CC=2)=O)=CC=1.C1C=CC(/C=C/C(/C=C/C2C=CC=CC=2)=O)=CC=1.C1C=CC(/C=C/C(/C=C/C2C=CC=CC=2)=O)=CC=1.[Pd].[Pd].O.CN(C=O)C. The product is [CH:15]([N:6]1[C:7]2[CH:8]=[C:9]([C:11]([F:14])([F:13])[F:12])[CH:10]=[C:2]([C:18]#[N:19])[C:3]=2[CH:4]=[CH:5]1)([CH3:17])[CH3:16]. The yield is 0.770.